Dataset: Merck oncology drug combination screen with 23,052 pairs across 39 cell lines. Task: Regression. Given two drug SMILES strings and cell line genomic features, predict the synergy score measuring deviation from expected non-interaction effect. (1) Drug 2: CNC(=O)c1cc(Oc2ccc(NC(=O)Nc3ccc(Cl)c(C(F)(F)F)c3)cc2)ccn1. Synergy scores: synergy=-6.85. Drug 1: CCC1(O)C(=O)OCc2c1cc1n(c2=O)Cc2cc3c(CN(C)C)c(O)ccc3nc2-1. Cell line: LNCAP. (2) Drug 1: C=CCn1c(=O)c2cnc(Nc3ccc(N4CCN(C)CC4)cc3)nc2n1-c1cccc(C(C)(C)O)n1. Drug 2: CNC(=O)c1cc(Oc2ccc(NC(=O)Nc3ccc(Cl)c(C(F)(F)F)c3)cc2)ccn1. Cell line: RKO. Synergy scores: synergy=-1.17. (3) Synergy scores: synergy=20.2. Cell line: A2058. Drug 1: O=P1(N(CCCl)CCCl)NCCCO1. Drug 2: COC1CC2CCC(C)C(O)(O2)C(=O)C(=O)N2CCCCC2C(=O)OC(C(C)CC2CCC(OP(C)(C)=O)C(OC)C2)CC(=O)C(C)C=C(C)C(O)C(OC)C(=O)C(C)CC(C)C=CC=CC=C1C.